This data is from Full USPTO retrosynthesis dataset with 1.9M reactions from patents (1976-2016). The task is: Predict the reactants needed to synthesize the given product. Given the product [F:1][C:2]1[CH:7]=[C:6]([CH2:8][NH:9][C@:10]23[CH2:45][CH2:44][C@@H:43]([C:46]([CH3:48])=[CH2:47])[C@@H:11]2[C@@H:12]2[C@@:25]([CH3:28])([CH2:26][CH2:27]3)[C@@:24]3([CH3:29])[C@@H:15]([C@:16]4([CH3:42])[C@@H:21]([CH2:22][CH2:23]3)[C:20]([CH3:31])([CH3:30])[C:19]([C:32]3[CH:41]=[CH:40][C:35]([C:36]([OH:38])=[O:37])=[CH:34][CH:33]=3)=[CH:18][CH2:17]4)[CH2:14][CH2:13]2)[CH:5]=[CH:4][N:3]=1.[C:49]([OH:55])([C:51]([F:54])([F:53])[F:52])=[O:50], predict the reactants needed to synthesize it. The reactants are: [F:1][C:2]1[CH:7]=[C:6]([CH2:8][NH:9][C@:10]23[CH2:45][CH2:44][C@@H:43]([C:46]([CH3:48])=[CH2:47])[C@@H:11]2[C@@H:12]2[C@@:25]([CH3:28])([CH2:26][CH2:27]3)[C@@:24]3([CH3:29])[C@@H:15]([C@:16]4([CH3:42])[C@@H:21]([CH2:22][CH2:23]3)[C:20]([CH3:31])([CH3:30])[C:19]([C:32]3[CH:41]=[CH:40][C:35]([C:36]([O:38]C)=[O:37])=[CH:34][CH:33]=3)=[CH:18][CH2:17]4)[CH2:14][CH2:13]2)[CH:5]=[CH:4][N:3]=1.[C:49]([OH:55])([C:51]([F:54])([F:53])[F:52])=[O:50].[Li+].[OH-].O.